Dataset: Peptide-MHC class I binding affinity with 185,985 pairs from IEDB/IMGT. Task: Regression. Given a peptide amino acid sequence and an MHC pseudo amino acid sequence, predict their binding affinity value. This is MHC class I binding data. (1) The peptide sequence is YSRPWNWTF. The MHC is HLA-B58:01 with pseudo-sequence HLA-B58:01. The binding affinity (normalized) is 0.810. (2) The peptide sequence is LPPIVAKEI. The binding affinity (normalized) is 0.695. The MHC is HLA-B42:02 with pseudo-sequence HLA-B42:02.